Dataset: Forward reaction prediction with 1.9M reactions from USPTO patents (1976-2016). Task: Predict the product of the given reaction. (1) Given the reactants Cl[CH2:2][C:3]1[CH:8]=[CH:7][CH:6]=[C:5]([S:9][CH:10]2[CH2:13][CH2:12][CH2:11]2)[N:4]=1.C([O:16][C:17](=[O:28])[CH2:18][CH2:19][C:20]1[CH:25]=[CH:24][C:23]([OH:26])=[C:22]([F:27])[CH:21]=1)C, predict the reaction product. The product is: [CH:10]1([S:9][C:5]2[N:4]=[C:3]([CH2:2][O:26][C:23]3[CH:24]=[CH:25][C:20]([CH2:19][CH2:18][C:17]([OH:28])=[O:16])=[CH:21][C:22]=3[F:27])[CH:8]=[CH:7][CH:6]=2)[CH2:13][CH2:12][CH2:11]1. (2) Given the reactants [Li+].C[Si]([N-][Si](C)(C)C)(C)C.[Br:11][C:12]1[CH:13]=[CH:14][C:15]([C:18]2[O:22][CH:21]=[N:20][C:19]=2[CH2:23][CH3:24])=[N:16][CH:17]=1.[Cl:25]C(Cl)(Cl)C(Cl)(Cl)Cl, predict the reaction product. The product is: [Br:11][C:12]1[CH:13]=[CH:14][C:15]([C:18]2[O:22][C:21]([Cl:25])=[N:20][C:19]=2[CH2:23][CH3:24])=[N:16][CH:17]=1. (3) Given the reactants C([O:3][C:4](=[O:34])[CH:5]([C:10]1[CH:11]=[C:12]([C:24]2[CH:29]=[CH:28][C:27]([C:30]([F:33])([F:32])[F:31])=[CH:26][CH:25]=2)[CH:13]=[C:14](OS(C(F)(F)F)(=O)=O)[CH:15]=1)[CH2:6][CH:7]([CH3:9])[CH3:8])C.[C:35]([C:37]1[CH:42]=[CH:41][C:40](B(O)O)=[CH:39][C:38]=1[F:46])#[N:36], predict the reaction product. The product is: [C:35]([C:37]1[CH:42]=[CH:41][C:40]([C:14]2[CH:15]=[C:10]([CH:5]([CH2:6][CH:7]([CH3:9])[CH3:8])[C:4]([OH:34])=[O:3])[CH:11]=[C:12]([C:24]3[CH:25]=[CH:26][C:27]([C:30]([F:31])([F:32])[F:33])=[CH:28][CH:29]=3)[CH:13]=2)=[CH:39][C:38]=1[F:46])#[N:36]. (4) Given the reactants [I:1][C:2]1[CH:7]=[CH:6][CH:5]=[CH:4][C:3]=1[C:8](=O)[CH2:9][CH2:10][CH2:11][CH2:12][N:13]1[CH2:18][CH2:17][CH:16]([C:19]2[CH:20]=[C:21]([NH:25][C:26](=[O:30])[CH:27]([CH3:29])[CH3:28])[CH:22]=[CH:23][CH:24]=2)[CH2:15][CH2:14]1.[C:32]1([NH:38]N)[CH:37]=[CH:36][CH:35]=[CH:34][CH:33]=1, predict the reaction product. The product is: [I:1][C:2]1[CH:7]=[CH:6][CH:5]=[CH:4][C:3]=1[C:8]1[NH:38][C:32]2[C:37]([C:9]=1[CH2:10][CH2:11][CH2:12][N:13]1[CH2:18][CH2:17][CH:16]([C:19]3[CH:20]=[C:21]([NH:25][C:26](=[O:30])[CH:27]([CH3:29])[CH3:28])[CH:22]=[CH:23][CH:24]=3)[CH2:15][CH2:14]1)=[CH:36][CH:35]=[CH:34][CH:33]=2.